Dataset: Reaction yield outcomes from USPTO patents with 853,638 reactions. Task: Predict the reaction yield, written as a fraction of the theoretical maximum amount of product (1.0 means a 100% yield; for example, 0.34 means a 34% yield). (1) The reactants are [CH:1]1([N:7]([CH:19]2[CH2:24][CH2:23][CH2:22][CH2:21][CH2:20]2)[C:8]([NH:10][C:11]2[S:12][CH:13]=[C:14]([CH:16]=[N:17][OH:18])[N:15]=2)=[O:9])[CH2:6][CH2:5][CH2:4][CH2:3][CH2:2]1.[CH3:25][S:26](Cl)(=[O:28])=[O:27].CCN(C(C)C)C(C)C. The catalyst is C(Cl)Cl. The product is [CH:19]1([N:7]([CH:1]2[CH2:2][CH2:3][CH2:4][CH2:5][CH2:6]2)[C:8]([NH:10][C:11]2[S:12][CH:13]=[C:14]([C:16]([S:26]([CH3:25])(=[O:28])=[O:27])=[N:17][OH:18])[N:15]=2)=[O:9])[CH2:24][CH2:23][CH2:22][CH2:21][CH2:20]1. The yield is 0.300. (2) The reactants are [NH2:1][C:2]1[CH:3]=[C:4]2[C:20](=[O:21])[NH:19][N:18]=[CH:17][C:6]3=[C:7]([C:11]4[CH:16]=[CH:15][CH:14]=[CH:13][CH:12]=4)[NH:8][C:9]([CH:10]=1)=[C:5]23.[CH2:22]1[C:30]2[C:25](=[CH:26][CH:27]=[CH:28][CH:29]=2)[CH2:24][CH:23]1[CH2:31][C:32](O)=[O:33].C(N(CC)CC)C.F[P-](F)(F)(F)(F)F.N1(OC(N(C)C)=[N+](C)C)C2N=CC=CC=2N=N1. The catalyst is C(Cl)Cl.CN(C)C=O. The product is [CH2:24]1[C:25]2[C:30](=[CH:29][CH:28]=[CH:27][CH:26]=2)[CH2:22][CH:23]1[CH2:31][C:32]([NH:1][C:2]1[CH:3]=[C:4]2[C:20](=[O:21])[NH:19][N:18]=[CH:17][C:6]3=[C:7]([C:11]4[CH:12]=[CH:13][CH:14]=[CH:15][CH:16]=4)[NH:8][C:9]([CH:10]=1)=[C:5]23)=[O:33]. The yield is 0.770. (3) The reactants are [CH:1](NC(C)C)(C)C.C([Li])CCC.[CH2:13]([N:20]1[CH2:25][CH2:24][CH:23]([C:26]([O:28][CH2:29][CH3:30])=[O:27])[CH2:22][CH2:21]1)[C:14]1[CH:19]=[CH:18][CH:17]=[CH:16][CH:15]=1.IC. The catalyst is O1CCCC1. The product is [CH2:13]([N:20]1[CH2:25][CH2:24][C:23]([CH3:1])([C:26]([O:28][CH2:29][CH3:30])=[O:27])[CH2:22][CH2:21]1)[C:14]1[CH:15]=[CH:16][CH:17]=[CH:18][CH:19]=1. The yield is 0.890. (4) The reactants are [Br:1][C:2]1[CH:7]=[CH:6][C:5]([C:8]([C:10]2[CH:15]=[CH:14][C:13]([OH:16])=[C:12]([F:17])[CH:11]=2)=O)=[CH:4][CH:3]=1.[CH3:18][C:19]1([CH3:28])[CH2:24][C:23]([CH3:26])([CH3:25])[CH2:22][C:21](=O)[CH2:20]1.C([O-])([O-])=O.[K+].[K+]. The catalyst is C1COCC1.[Zn].Cl[Ti](Cl)(Cl)Cl. The product is [Br:1][C:2]1[CH:7]=[CH:6][C:5]([C:8](=[C:21]2[CH2:22][C:23]([CH3:26])([CH3:25])[CH2:24][C:19]([CH3:28])([CH3:18])[CH2:20]2)[C:10]2[CH:15]=[CH:14][C:13]([OH:16])=[C:12]([F:17])[CH:11]=2)=[CH:4][CH:3]=1. The yield is 0.780. (5) The reactants are [N:1]1[CH:6]=[CH:5][C:4]([CH3:7])=[CH:3][CH:2]=1.[Li+].CC([N-][CH:13]([CH3:15])[CH3:14])C.C1COCC1.CCCCCCC.C(C1C=CC=CC=1)C.C1(Br)CC1.[NH4+].[Cl-]. The catalyst is C1COCC1. The product is [CH:13]1([CH2:7][C:4]2[CH:5]=[CH:6][N:1]=[CH:2][CH:3]=2)[CH2:15][CH2:14]1. The yield is 0.310. (6) The reactants are Cl[C:2]1[CH:7]=[CH:6][C:5]([I:8])=[CH:4][N:3]=1.C(N(C(C)C)CC)(C)C.[NH:18]1[CH2:23][CH2:22][NH:21][CH2:20][CH2:19]1. The catalyst is CC(N(C)C)=O. The product is [I:8][C:5]1[CH:6]=[CH:7][C:2]([N:18]2[CH2:23][CH2:22][NH:21][CH2:20][CH2:19]2)=[N:3][CH:4]=1. The yield is 0.820. (7) The reactants are [CH3:1][O:2][CH2:3][C:4]1[N:5]=[C:6]([C:12]2[CH:17]=[CH:16][CH:15]=[CH:14][CH:13]=2)[S:7][C:8]=1[C:9](=O)[CH3:10].CC(C)([O-])C.[K+].[C:24](OCC)(=O)[C:25]([O:27][CH2:28][CH3:29])=[O:26].C(O)(=O)C.O.[NH2:39][NH2:40]. The catalyst is C1COCC1.C(OCC)(=O)C. The product is [CH2:28]([O:27][C:25]([C:24]1[NH:39][N:40]=[C:9]([C:8]2[S:7][C:6]([C:12]3[CH:17]=[CH:16][CH:15]=[CH:14][CH:13]=3)=[N:5][C:4]=2[CH2:3][O:2][CH3:1])[CH:10]=1)=[O:26])[CH3:29]. The yield is 0.510. (8) The reactants are [F:1][C:2]1[C:3]([C:9]#[N:10])=[N:4][CH:5]=[CH:6][C:7]=1I.[N:11]1[CH:16]=[C:15](B(O)O)[CH:14]=[N:13][CH:12]=1.C(=O)([O-])[O-].[Cs+].[Cs+]. The catalyst is O1CCOCC1.O.C(Cl)Cl. The product is [F:1][C:2]1[C:3]([C:9]#[N:10])=[N:4][CH:5]=[CH:6][C:7]=1[C:15]1[CH:16]=[N:11][CH:12]=[N:13][CH:14]=1. The yield is 0.445. (9) The yield is 0.550. The catalyst is CO. The product is [Cl:1][C:2]1[CH:10]=[C:9]2[C:5](/[C:6](=[CH:17]/[C:14]3[CH:15]=[CH:16][O:12][CH:13]=3)/[C:7](=[O:11])[NH:8]2)=[CH:4][CH:3]=1. The reactants are [Cl:1][C:2]1[CH:10]=[C:9]2[C:5]([CH2:6][C:7](=[O:11])[NH:8]2)=[CH:4][CH:3]=1.[O:12]1[CH:16]=[CH:15][C:14]([CH:17]=O)=[CH:13]1.N1CCCCC1. (10) The reactants are Cl.[N:2]1([C:7](=[NH:9])[NH2:8])[CH:6]=[CH:5][CH:4]=[N:3]1.OC1C(NC(=O)C(C2C=CC=CC=2)C2C=CC=CC=2)=CN=C(N2C=CC=N2)N=1.C[O-].[Na+].C([O:43][CH:44]=[C:45]([C:51](OCC)=O)[C:46]([O:48][CH2:49][CH3:50])=[O:47])C. The catalyst is CCO. The product is [OH:43][C:44]1[C:45]([C:46]([O:48][CH2:49][CH3:50])=[O:47])=[CH:51][N:8]=[C:7]([N:2]2[CH:6]=[CH:5][CH:4]=[N:3]2)[N:9]=1. The yield is 0.600.